Dataset: Forward reaction prediction with 1.9M reactions from USPTO patents (1976-2016). Task: Predict the product of the given reaction. (1) Given the reactants Br[C:2]1[CH:7]=[C:6]([Cl:8])[CH:5]=[CH:4][C:3]=1[O:9][CH3:10].[CH2:11]=[CH:12][C:13]1[CH:18]=[CH:17][CH:16]=[CH:15][CH:14]=1.C(N(CC)CC)C.C1(P(C2C=CC=CC=2)C2C=CC=CC=2)C=CC=CC=1, predict the reaction product. The product is: [Cl:8][C:6]1[CH:5]=[CH:4][C:3]([O:9][CH3:10])=[C:2]([CH:7]=1)[CH:11]=[CH:12][C:13]1[CH:18]=[CH:17][CH:16]=[CH:15][CH:14]=1. (2) Given the reactants [F:1][C:2]1[CH:3]=[C:4]([N+:17]([O-:19])=[O:18])[C:5]([CH3:16])=[C:6]([CH:15]=1)[CH2:7][N:8]1[CH2:13][CH2:12][NH:11][C@@H:10]([CH3:14])[CH2:9]1.C(N(CC)CC)C.[F:27][C:28]1[CH:29]=[C:30]([CH:34]=[CH:35][CH:36]=1)[C:31](Cl)=[O:32], predict the reaction product. The product is: [F:1][C:2]1[CH:3]=[C:4]([N+:17]([O-:19])=[O:18])[C:5]([CH3:16])=[C:6]([CH:15]=1)[CH2:7][N:8]1[CH2:13][CH2:12][N:11]([C:31]([C:30]2[CH:34]=[CH:35][CH:36]=[C:28]([F:27])[CH:29]=2)=[O:32])[C@@H:10]([CH3:14])[CH2:9]1. (3) Given the reactants [CH3:1][N:2]1[CH2:7][CH2:6][C:5]([C:10]2[CH:15]=[CH:14][CH:13]=[CH:12][CH:11]=2)([C:8]#[N:9])[CH2:4][CH2:3]1.[H-].[H-].[H-].[H-].[Li+].[Al+3], predict the reaction product. The product is: [CH3:1][N:2]1[CH2:7][CH2:6][C:5]([CH2:8][NH2:9])([C:10]2[CH:15]=[CH:14][CH:13]=[CH:12][CH:11]=2)[CH2:4][CH2:3]1. (4) Given the reactants [NH:1]1[CH:5]=[CH:4][N:3]=[C:2]1[CH2:6][N:7]([CH2:14][C:15]1[CH:28]=[CH:27][C:18]([C:19]([NH:21][CH2:22][CH2:23][CH2:24][CH2:25][NH2:26])=[O:20])=[CH:17][CH:16]=1)[CH2:8][C:9]1[NH:10][CH:11]=[CH:12][N:13]=1.[CH:29]1([CH:35]=O)[CH2:34][CH2:33][CH2:32][CH2:31][CH2:30]1.C(OC)(OC)OC.[BH4-].[Na+], predict the reaction product. The product is: [NH:1]1[CH:5]=[CH:4][N:3]=[C:2]1[CH2:6][N:7]([CH2:14][C:15]1[CH:28]=[CH:27][C:18]([C:19]([NH:21][CH2:22][CH2:23][CH2:24][CH2:25][NH:26][CH2:35][CH:29]2[CH2:34][CH2:33][CH2:32][CH2:31][CH2:30]2)=[O:20])=[CH:17][CH:16]=1)[CH2:8][C:9]1[NH:13][CH:12]=[CH:11][N:10]=1. (5) Given the reactants [C:1]([O:5][C:6]([NH:8][C@H:9]([CH2:13][CH:14]1[CH2:16][CH2:15]1)[C:10](O)=[O:11])=[O:7])([CH3:4])([CH3:3])[CH3:2].C(Cl)CCl.C1C=CC2N(O)N=[N:27]C=2C=1.N.CO, predict the reaction product. The product is: [C:1]([O:5][C:6](=[O:7])[NH:8][C@H:9]([CH2:13][CH:14]1[CH2:16][CH2:15]1)[C:10]([NH2:27])=[O:11])([CH3:4])([CH3:3])[CH3:2]. (6) Given the reactants Cl[C:2]1[CH:3]=[C:4]([NH:10][C:11]2[CH:16]=[N:15][C:14]([O:17][CH2:18][CH2:19][N:20]([CH3:22])[CH3:21])=[CH:13][N:12]=2)[C:5](=[O:9])[N:6]([CH3:8])[N:7]=1.[O-]P([O-])([O-])=O.[K+].[K+].[K+].CC(C1C=C(C(C)C)C(C2C=CC=CC=2P(C2CCCCC2)C2CCCCC2)=C(C(C)C)C=1)C.[C:65]([C:69]1[CH:70]=[C:71]2[C:76](=[C:77]([F:79])[CH:78]=1)[C:75](=[O:80])[N:74]([C:81]1[CH:91]=[CH:90][CH:89]=[C:88](B3OC(C)(C)C(C)(C)O3)[C:82]=1[CH2:83][O:84]C(=O)C)[N:73]=[CH:72]2)([CH3:68])([CH3:67])[CH3:66].[OH-].[Na+], predict the reaction product. The product is: [C:65]([C:69]1[CH:70]=[C:71]2[C:76](=[C:77]([F:79])[CH:78]=1)[C:75](=[O:80])[N:74]([C:81]1[CH:91]=[CH:90][CH:89]=[C:88]([C:2]3[CH:3]=[C:4]([NH:10][C:11]4[CH:16]=[N:15][C:14]([O:17][CH2:18][CH2:19][N:20]([CH3:22])[CH3:21])=[CH:13][N:12]=4)[C:5](=[O:9])[N:6]([CH3:8])[N:7]=3)[C:82]=1[CH2:83][OH:84])[N:73]=[CH:72]2)([CH3:68])([CH3:66])[CH3:67]. (7) Given the reactants C(OC([NH:8][C@H:9]([C:19]([O:21][CH3:22])=[O:20])[CH2:10][C:11]1[CH:16]=[CH:15][C:14]([O:17][CH3:18])=[CH:13][CH:12]=1)=O)(C)(C)C.[ClH:23].O1CCOCC1, predict the reaction product. The product is: [ClH:23].[CH3:18][O:17][C:14]1[CH:13]=[CH:12][C:11]([CH2:10][C@@H:9]([C:19]([O:21][CH3:22])=[O:20])[NH2:8])=[CH:16][CH:15]=1.